Predict which catalyst facilitates the given reaction. From a dataset of Catalyst prediction with 721,799 reactions and 888 catalyst types from USPTO. (1) Reactant: Cl[C:2]1[N:3]=[CH:4][C:5]([C:8]([N:10]2[CH2:15][CH2:14][C:13]3[NH:16][C:17]([C:19]4[C:27]5[C:22](=[CH:23][C:24]([C:28]6[CH:33]=[C:32]([F:34])[C:31]([OH:35])=[CH:30][C:29]=6[CH2:36][CH3:37])=[CH:25][CH:26]=5)[NH:21][N:20]=4)=[N:18][C:12]=3[CH2:11]2)=[O:9])=[N:6][CH:7]=1.CCN(C(C)C)C(C)C.[C:47]([O:51][C:52]([N:54]1[C@@H:59]([CH3:60])[CH2:58][NH:57][CH2:56][C@H:55]1[CH3:61])=[O:53])([CH3:50])([CH3:49])[CH3:48]. Product: [C:47]([O:51][C:52]([N:54]1[C@@H:59]([CH3:60])[CH2:58][N:57]([C:2]2[CH:7]=[N:6][C:5]([C:8]([N:10]3[CH2:15][CH2:14][C:13]4[NH:16][C:17]([C:19]5[C:27]6[C:22](=[CH:23][C:24]([C:28]7[CH:33]=[C:32]([F:34])[C:31]([OH:35])=[CH:30][C:29]=7[CH2:36][CH3:37])=[CH:25][CH:26]=6)[NH:21][N:20]=5)=[N:18][C:12]=4[CH2:11]3)=[O:9])=[CH:4][N:3]=2)[CH2:56][C@H:55]1[CH3:61])=[O:53])([CH3:50])([CH3:48])[CH3:49]. The catalyst class is: 16. (2) Reactant: [C:1]([O:5][C:6](=[O:17])[NH:7][CH2:8][C@H:9]1[CH2:14][CH2:13][C@H:12]([CH2:15][OH:16])[CH2:11][CH2:10]1)([CH3:4])([CH3:3])[CH3:2].[S:18](Cl)([C:21]1[CH:27]=[CH:26][C:24]([CH3:25])=[CH:23][CH:22]=1)(=[O:20])=[O:19].O. Product: [CH3:25][C:24]1[CH:26]=[CH:27][C:21]([S:18]([O:16][CH2:15][C@H:12]2[CH2:11][CH2:10][C@H:9]([CH2:8][NH:7][C:6]([O:5][C:1]([CH3:4])([CH3:2])[CH3:3])=[O:17])[CH2:14][CH2:13]2)(=[O:20])=[O:19])=[CH:22][CH:23]=1. The catalyst class is: 17. (3) Reactant: Cl[C:2]1[CH:3]=[C:4]2[C:9](=[CH:10][CH:11]=1)[C:8]([OH:12])=[C:7]([C:13](OCC)=[O:14])[C:6](=[O:18])[C:5]2([CH2:20][CH3:21])[CH3:19].[ClH:22].[NH2:23][CH2:24][C:25]([O:27][C:28]([CH3:31])([CH3:30])[CH3:29])=[O:26].C(N(C(C)C)C(C)C)C. Product: [Cl:22][C:11]1[CH:10]=[C:9]2[C:4](=[CH:3][CH:2]=1)[C:5]([CH2:20][CH3:21])([CH3:19])[C:6](=[O:18])[C:7]([C:13]([NH:23][CH2:24][C:25]([O:27][C:28]([CH3:31])([CH3:30])[CH3:29])=[O:26])=[O:14])=[C:8]2[OH:12]. The catalyst class is: 12.